Dataset: NCI-60 drug combinations with 297,098 pairs across 59 cell lines. Task: Regression. Given two drug SMILES strings and cell line genomic features, predict the synergy score measuring deviation from expected non-interaction effect. (1) Drug 1: C1CN(P(=O)(OC1)NCCCl)CCCl. Drug 2: CC(C)CN1C=NC2=C1C3=CC=CC=C3N=C2N. Cell line: DU-145. Synergy scores: CSS=-0.436, Synergy_ZIP=-9.93, Synergy_Bliss=-20.3, Synergy_Loewe=-49.7, Synergy_HSA=-20.6. (2) Drug 1: CC(C1=C(C=CC(=C1Cl)F)Cl)OC2=C(N=CC(=C2)C3=CN(N=C3)C4CCNCC4)N. Drug 2: COC1=CC(=CC(=C1O)OC)C2C3C(COC3=O)C(C4=CC5=C(C=C24)OCO5)OC6C(C(C7C(O6)COC(O7)C8=CC=CS8)O)O. Cell line: HT29. Synergy scores: CSS=20.9, Synergy_ZIP=-0.159, Synergy_Bliss=-0.280, Synergy_Loewe=-4.24, Synergy_HSA=-0.00798. (3) Drug 1: CN1CCC(CC1)COC2=C(C=C3C(=C2)N=CN=C3NC4=C(C=C(C=C4)Br)F)OC. Drug 2: CC(C)CN1C=NC2=C1C3=CC=CC=C3N=C2N. Cell line: MCF7. Synergy scores: CSS=-0.182, Synergy_ZIP=-1.31, Synergy_Bliss=-1.55, Synergy_Loewe=-7.13, Synergy_HSA=-3.89. (4) Drug 1: COC1=C(C=C2C(=C1)N=CN=C2NC3=CC(=C(C=C3)F)Cl)OCCCN4CCOCC4. Drug 2: CC1C(C(CC(O1)OC2CC(CC3=C2C(=C4C(=C3O)C(=O)C5=C(C4=O)C(=CC=C5)OC)O)(C(=O)CO)O)N)O.Cl. Cell line: UO-31. Synergy scores: CSS=61.1, Synergy_ZIP=6.91, Synergy_Bliss=8.09, Synergy_Loewe=12.3, Synergy_HSA=12.7.